From a dataset of Peptide-MHC class II binding affinity with 134,281 pairs from IEDB. Regression. Given a peptide amino acid sequence and an MHC pseudo amino acid sequence, predict their binding affinity value. This is MHC class II binding data. The peptide sequence is IKYTRPGDSLAEVEL. The MHC is HLA-DQA10501-DQB10201 with pseudo-sequence HLA-DQA10501-DQB10201. The binding affinity (normalized) is 0.345.